Dataset: Forward reaction prediction with 1.9M reactions from USPTO patents (1976-2016). Task: Predict the product of the given reaction. (1) Given the reactants Cl[C:2]1[N:3]=[CH:4][C:5]2[N:10]=[C:9]([C:11]([O:13][CH3:14])=[O:12])[S:8][C:6]=2[N:7]=1.[Br:15][C:16]1[CH:28]=[CH:27][C:26]([F:29])=[CH:25][C:17]=1[O:18][CH:19]1[CH2:24][CH2:23][NH:22][CH2:21][CH2:20]1, predict the reaction product. The product is: [Br:15][C:16]1[CH:28]=[CH:27][C:26]([F:29])=[CH:25][C:17]=1[O:18][CH:19]1[CH2:20][CH2:21][N:22]([C:2]2[N:3]=[CH:4][C:5]3[N:10]=[C:9]([C:11]([O:13][CH3:14])=[O:12])[S:8][C:6]=3[N:7]=2)[CH2:23][CH2:24]1. (2) Given the reactants [O:1]1[CH2:5][CH2:4][CH:3]([CH2:6]O)[CH2:2]1.C(P(CCCC)CCCC)CCC.[Cl:21][C:22]1[N:23]=[C:24]([Cl:31])[C:25]2[CH:30]=[CH:29][NH:28][C:26]=2[N:27]=1.N(C(N1CCCCC1)=O)=NC(N1CCCCC1)=O, predict the reaction product. The product is: [Cl:21][C:22]1[N:23]=[C:24]([Cl:31])[C:25]2[CH:30]=[CH:29][N:28]([CH2:6][CH:3]3[CH2:4][CH2:5][O:1][CH2:2]3)[C:26]=2[N:27]=1. (3) Given the reactants [F:1][C:2]([F:23])([F:22])[C:3]1[CH:4]=[C:5]([S:9]([N:12]2[C:20]3[C:15](=[N:16][CH:17]=[C:18]([NH2:21])[CH:19]=3)[CH:14]=[N:13]2)(=[O:11])=[O:10])[CH:6]=[CH:7][CH:8]=1.C(N(CC)CC)C.[Cl:31][C:32]1[CH:40]=[CH:39][CH:38]=[C:37]([F:41])[C:33]=1[C:34](Cl)=[O:35], predict the reaction product. The product is: [Cl:31][C:32]1[CH:40]=[CH:39][CH:38]=[C:37]([F:41])[C:33]=1[C:34]([NH:21][C:18]1[CH:19]=[C:20]2[N:12]([S:9]([C:5]3[CH:6]=[CH:7][CH:8]=[C:3]([C:2]([F:1])([F:22])[F:23])[CH:4]=3)(=[O:11])=[O:10])[N:13]=[CH:14][C:15]2=[N:16][CH:17]=1)=[O:35]. (4) Given the reactants Br[C:2]1[CH:3]=[C:4]([C:9]([NH:11][C:12]2[O:13][C:14]([C:17]3[O:18][CH:19]=[CH:20][CH:21]=3)=[N:15][N:16]=2)=[O:10])[CH:5]=[C:6]([Cl:8])[CH:7]=1.[CH2:22]([C:24]1[CH:29]=[CH:28][C:27]([C:30]2[CH:35]=[CH:34][C:33](B(O)O)=[CH:32][CH:31]=2)=[CH:26][CH:25]=1)[CH3:23], predict the reaction product. The product is: [Cl:8][C:6]1[CH:5]=[C:4]([C:9]([NH:11][C:12]2[O:13][C:14]([C:17]3[O:18][CH:19]=[CH:20][CH:21]=3)=[N:15][N:16]=2)=[O:10])[CH:3]=[C:2]([C:33]2[CH:34]=[CH:35][C:30]([C:27]3[CH:26]=[CH:25][C:24]([CH2:22][CH3:23])=[CH:29][CH:28]=3)=[CH:31][CH:32]=2)[CH:7]=1. (5) Given the reactants Br[C:2]1[CH:7]=[CH:6][C:5]([CH2:8][CH2:9][C:10]2[CH:15]=[CH:14][C:13](Br)=[CH:12][CH:11]=2)=[CH:4][CH:3]=1.[CH2:17]([Li])[CH2:18][CH2:19][CH3:20].[CH3:22][C:23]1[CH:27]([CH3:28])[CH2:26][C:25](=O)[CH:24]=1.[Cl-].[NH4+].[CH2:32]1[CH2:36]OC[CH2:33]1, predict the reaction product. The product is: [CH3:20][C:19]1[C:32]([CH3:36])=[CH:33][CH:17]([C:2]2[CH:7]=[CH:6][C:5]([CH2:8][CH2:9][C:10]3[CH:15]=[CH:14][C:13]([CH:25]4[CH:24]=[C:23]([CH3:22])[C:27]([CH3:28])=[CH:26]4)=[CH:12][CH:11]=3)=[CH:4][CH:3]=2)[CH:18]=1. (6) Given the reactants [Cl:1][C:2]1[CH:7]=[CH:6][C:5]([CH2:8][C@@H:9]([NH:24]C(OC(C)(C)C)=O)[C:10](=[O:23])[N:11]2[CH2:16][CH2:15][N:14]([C:17]3[CH:22]=[CH:21][CH:20]=[CH:19][CH:18]=3)[CH2:13][CH2:12]2)=[CH:4][CH:3]=1.Cl.CCN(C(C)C)C(C)C.[N:42]1([C:55]([O:57][C:58]([CH3:61])([CH3:60])[CH3:59])=[O:56])[CH2:51][C:50]2[C:45](=[CH:46][CH:47]=[CH:48][CH:49]=2)[CH2:44][C@H:43]1[C:52]([OH:54])=O.CCN=C=NCCCN(C)C.CI.C1C=NC2N(O)N=NC=2C=1, predict the reaction product. The product is: [Cl:1][C:2]1[CH:7]=[CH:6][C:5]([CH2:8][C@@H:9]([NH:24][C:52]([C@@H:43]2[CH2:44][C:45]3[C:50](=[CH:49][CH:48]=[CH:47][CH:46]=3)[CH2:51][N:42]2[C:55]([O:57][C:58]([CH3:61])([CH3:60])[CH3:59])=[O:56])=[O:54])[C:10](=[O:23])[N:11]2[CH2:12][CH2:13][N:14]([C:17]3[CH:18]=[CH:19][CH:20]=[CH:21][CH:22]=3)[CH2:15][CH2:16]2)=[CH:4][CH:3]=1. (7) Given the reactants [CH2:1]([N:5]1[CH:9]=[C:8]([C:10]2[CH:15]=[CH:14][CH:13]=[CH:12][CH:11]=2)[N:7]=[C:6]1[C:16]1[CH:21]=[CH:20][CH:19]=[CH:18][CH:17]=1)[CH2:2][CH2:3][CH3:4].[C:22](O)(=[O:24])C, predict the reaction product. The product is: [CH2:1]([N:5]1[C:9]([CH2:22][OH:24])=[C:8]([C:10]2[CH:11]=[CH:12][CH:13]=[CH:14][CH:15]=2)[N:7]=[C:6]1[C:16]1[CH:21]=[CH:20][CH:19]=[CH:18][CH:17]=1)[CH2:2][CH2:3][CH3:4]. (8) Given the reactants CN(C)/[CH:3]=[C:4]1\[CH2:5][CH2:6][CH:7]=[C:8]([O:11][CH2:12][CH3:13])[C:9]\1=O.[CH3:15][O:16][C:17]1[CH:25]=[CH:24][C:20]([C:21]([NH2:23])=[NH:22])=[CH:19][CH:18]=1, predict the reaction product. The product is: [CH2:12]([O:11][C:8]1[C:9]2[N:23]=[C:21]([C:20]3[CH:24]=[CH:25][C:17]([O:16][CH3:15])=[CH:18][CH:19]=3)[N:22]=[CH:3][C:4]=2[CH2:5][CH2:6][CH:7]=1)[CH3:13].